From a dataset of Reaction yield outcomes from USPTO patents with 853,638 reactions. Predict the reaction yield, written as a fraction of the theoretical maximum amount of product (1.0 means a 100% yield; for example, 0.34 means a 34% yield). (1) The reactants are [Cl:1][C:2]1[C:11]2[C:6](=[CH:7][C:8]([O:12][CH3:13])=[CH:9][CH:10]=2)[C:5]([OH:14])=[CH:4][N:3]=1.C(=O)([O-])[O-].[K+].[K+].I[CH2:22][CH3:23]. The catalyst is C(#N)C. The product is [Cl:1][C:2]1[C:11]2[C:6](=[CH:7][C:8]([O:12][CH3:13])=[CH:9][CH:10]=2)[C:5]([O:14][CH2:22][CH3:23])=[CH:4][N:3]=1. The yield is 0.251. (2) The reactants are B.CSC.[NH:5]1[CH2:10][CH2:9][S:8][CH2:7][C:6]1=O.[C:23]([O:22][C:20](O[C:20]([O:22][C:23]([CH3:26])([CH3:25])[CH3:24])=[O:21])=[O:21])([CH3:26])([CH3:25])[CH3:24].[Li+].[OH-:28].[CH2:29]1[CH2:33][O:32]CC1. The catalyst is O1CCOCC1.O.C(O)C. The product is [C:20]([N:5]1[CH2:10][CH2:9][S:8][CH:7]([CH2:29][C:33]([OH:28])=[O:32])[CH2:6]1)([O:22][C:23]([CH3:24])([CH3:25])[CH3:26])=[O:21]. The yield is 0.810. (3) The reactants are [ClH:1].C(N(CC)CCNC(C1C=CC2C(=CC=C(I)C=2)C=1)=O)C.[CH2:23]([N:25]([CH2:41][CH3:42])[CH2:26][CH2:27][NH:28][C:29]([C:31]1[S:35][C:34]2[CH:36]=[CH:37][CH:38]=[C:39]([I:40])[C:33]=2[CH:32]=1)=[O:30])[CH3:24].[K+].[Br-]. No catalyst specified. The product is [ClH:1].[CH2:41]([N:25]([CH2:23][CH3:24])[CH2:26][CH2:27][NH:28][C:29]([C:31]1[S:35][C:34]2[CH:36]=[CH:37][CH:38]=[C:39]([I:40])[C:33]=2[CH:32]=1)=[O:30])[CH3:42]. The yield is 0.720. (4) The reactants are Cl.[NH2:2][CH2:3][CH2:4][C:5]([O:7][CH2:8][CH3:9])=[O:6].[F:10][C:11]([F:38])([F:37])[C:12]1[CH:13]=[N:14][N:15]([C:17]2[CH:22]=[CH:21][C:20]([NH:23][CH:24]([C:28]3[CH:36]=[CH:35][C:31]([C:32](O)=[O:33])=[CH:30][CH:29]=3)[CH2:25][CH2:26][CH3:27])=[CH:19][CH:18]=2)[CH:16]=1.O.ON1C2C=CC=CC=2N=N1.C(N(CC)C(C)C)(C)C.C(N=C=NCCCN(C)C)C. The catalyst is O1CCCC1. The product is [F:37][C:11]([F:10])([F:38])[C:12]1[CH:13]=[N:14][N:15]([C:17]2[CH:22]=[CH:21][C:20]([NH:23][CH:24]([C:28]3[CH:29]=[CH:30][C:31]([C:32]([NH:2][CH2:3][CH2:4][C:5]([O:7][CH2:8][CH3:9])=[O:6])=[O:33])=[CH:35][CH:36]=3)[CH2:25][CH2:26][CH3:27])=[CH:19][CH:18]=2)[CH:16]=1. The yield is 0.850.